Dataset: Catalyst prediction with 721,799 reactions and 888 catalyst types from USPTO. Task: Predict which catalyst facilitates the given reaction. (1) Reactant: C[O:2][C:3](=[O:25])[CH:4]([C:11]1[CH:16]=[CH:15][C:14]([S:17]([CH3:20])(=[O:19])=[O:18])=[C:13]([S:21]([CH3:24])(=[O:23])=[O:22])[CH:12]=1)[CH2:5][CH:6]1[CH2:10][CH2:9][CH2:8][CH2:7]1.[OH-].[Li+]. Product: [CH3:24][S:21]([C:13]1[CH:12]=[C:11]([CH:4]([CH2:5][CH:6]2[CH2:7][CH2:8][CH2:9][CH2:10]2)[C:3]([OH:25])=[O:2])[CH:16]=[CH:15][C:14]=1[S:17]([CH3:20])(=[O:19])=[O:18])(=[O:23])=[O:22]. The catalyst class is: 7. (2) Reactant: C[O:2][C:3]([C:5]1[C:6]([CH:24]([CH3:26])[CH3:25])=[N:7][C:8]2[C:13]([C:14]=1[C:15]1[CH:20]=[CH:19][C:18]([F:21])=[C:17]([Cl:22])[CH:16]=1)=[CH:12][C:11]([Cl:23])=[CH:10][CH:9]=2)=[O:4].[I-].[Li+]. Product: [Cl:23][C:11]1[CH:12]=[C:13]2[C:8](=[CH:9][CH:10]=1)[N:7]=[C:6]([CH:24]([CH3:26])[CH3:25])[C:5]([C:3]([OH:4])=[O:2])=[C:14]2[C:15]1[CH:20]=[CH:19][C:18]([F:21])=[C:17]([Cl:22])[CH:16]=1. The catalyst class is: 17. (3) Reactant: [OH:1][C:2]1[CH:13]=[CH:12][C:11]([N+:14]([O-:16])=[O:15])=[CH:10][C:3]=1[C:4]([O:6][CH:7]([CH3:9])[CH3:8])=[O:5].[F:17][C:18]1[CH:23]=[CH:22][C:21]([CH:24]([C:26]2[CH:31]=[CH:30][C:29]([F:32])=[CH:28][CH:27]=2)O)=[CH:20][CH:19]=1.C1(P(C2C=CC=CC=2)C2C=CC=CC=2)C=CC=CC=1. Product: [F:17][C:18]1[CH:19]=[CH:20][C:21]([CH:24]([C:26]2[CH:31]=[CH:30][C:29]([F:32])=[CH:28][CH:27]=2)[O:1][C:2]2[CH:13]=[CH:12][C:11]([N+:14]([O-:16])=[O:15])=[CH:10][C:3]=2[C:4]([O:6][CH:7]([CH3:9])[CH3:8])=[O:5])=[CH:22][CH:23]=1. The catalyst class is: 10. (4) Reactant: CC[N:3]=C=NCCCN(C)C.C1C=CC2N(O)N=NC=2C=1.[CH:22]([C:25]1[CH:31]=[CH:30][CH:29]=[C:28]([CH:32]([CH3:34])[CH3:33])[C:26]=1N)([CH3:24])[CH3:23].[Br:35][CH2:36][CH2:37][CH2:38][C:39]([OH:41])=O. Product: [Br:35][CH2:36][CH2:37][CH:38]([C:26]1[C:25]([CH:22]([CH3:24])[CH3:23])=[CH:31][CH:30]=[CH:29][C:28]=1[CH:32]([CH3:34])[CH3:33])[C:39]([NH2:3])=[O:41]. The catalyst class is: 3.